Dataset: Catalyst prediction with 721,799 reactions and 888 catalyst types from USPTO. Task: Predict which catalyst facilitates the given reaction. Reactant: C([O-])([O-])=O.[K+].[K+].[O:7]1[CH2:11][CH2:10][NH:9][C:8]1=[O:12].[C:13]([O:17][C:18]([N:20]1[CH2:25][C@H:24]([CH2:26]Cl)[N:23]([CH2:28][C:29]2[CH:34]=[CH:33][CH:32]=[CH:31][CH:30]=2)[CH2:22][C@H:21]1[CH3:35])=[O:19])([CH3:16])([CH3:15])[CH3:14]. Product: [C:13]([O:17][C:18]([N:20]1[CH2:25][C@H:24]([CH2:26][N:9]2[CH2:10][CH2:11][O:7][C:8]2=[O:12])[N:23]([CH2:28][C:29]2[CH:30]=[CH:31][CH:32]=[CH:33][CH:34]=2)[CH2:22][C@H:21]1[CH3:35])=[O:19])([CH3:14])([CH3:15])[CH3:16]. The catalyst class is: 10.